Dataset: Reaction yield outcomes from USPTO patents with 853,638 reactions. Task: Predict the reaction yield, written as a fraction of the theoretical maximum amount of product (1.0 means a 100% yield; for example, 0.34 means a 34% yield). (1) The reactants are [Br:1][C:2]1[CH:3]=[CH:4][C:5]([F:10])=[C:6]([CH:9]=1)[CH:7]=O.[NH:11]1[CH2:16][CH2:15][O:14][CH2:13][CH2:12]1.C(O[BH-](OC(=O)C)OC(=O)C)(=O)C.[Na+].[OH-].[Na+]. The catalyst is ClCCCl. The product is [Br:1][C:2]1[CH:3]=[CH:4][C:5]([F:10])=[C:6]([CH:9]=1)[CH2:7][N:11]1[CH2:16][CH2:15][O:14][CH2:13][CH2:12]1. The yield is 0.940. (2) The reactants are [CH3:1][C:2]1([CH3:10])[O:9][C:7](=[O:8])[CH2:6][C:4](=[O:5])[O:3]1.[C:11](O[C:11](=[O:14])[CH2:12][CH3:13])(=[O:14])[CH2:12][CH3:13].C(N(CC)CC)C. The catalyst is ClCCl.CN(C1C=CN=CC=1)C. The product is [CH3:1][C:2]1([CH3:10])[O:9][C:7](=[O:8])[CH:6]([C:11](=[O:14])[CH2:12][CH3:13])[C:4](=[O:5])[O:3]1. The yield is 0.820. (3) The reactants are C([NH:9][C:10]([NH:12][C:13]1[C:18]([O:19][C:20]2[CH:25]=[CH:24][CH:23]=[CH:22][CH:21]=2)=[CH:17][C:16]([Cl:26])=[CH:15][N:14]=1)=[S:11])(=O)C1C=CC=CC=1.[OH-].[Na+]. The catalyst is C1COCC1. The product is [Cl:26][C:16]1[CH:17]=[C:18]([O:19][C:20]2[CH:21]=[CH:22][CH:23]=[CH:24][CH:25]=2)[C:13]([NH:12][C:10]([NH2:9])=[S:11])=[N:14][CH:15]=1. The yield is 0.947. (4) The reactants are Br[C:2]1[CH:3]=[N:4][CH:5]=[C:6]([Cl:13])[C:7]=1[C:8]([O:10][CH2:11][CH3:12])=[O:9].[CH2:14]([Zn]CC)[CH3:15]. The catalyst is O1CCOCC1.Cl[Pd]Cl. The product is [Cl:13][C:6]1[C:7]([C:8]([O:10][CH2:11][CH3:12])=[O:9])=[C:2]([CH2:14][CH3:15])[CH:3]=[N:4][CH:5]=1. The yield is 0.550. (5) The reactants are [H-].[Na+].C(OP([CH2:11][C:12]([O:14][CH2:15][CH3:16])=[O:13])(OCC)=O)C.[F:17][C:18]([F:40])([F:39])[O:19][C:20]1[CH:25]=[CH:24][C:23]([N:26]2[CH:30]=[N:29][C:28]([C:31]3[CH:38]=[CH:37][C:34]([CH:35]=O)=[CH:33][CH:32]=3)=[N:27]2)=[CH:22][CH:21]=1. The catalyst is O1CCCC1.O. The product is [F:40][C:18]([F:17])([F:39])[O:19][C:20]1[CH:25]=[CH:24][C:23]([N:26]2[CH:30]=[N:29][C:28]([C:31]3[CH:38]=[CH:37][C:34](/[CH:35]=[CH:11]/[C:12]([O:14][CH2:15][CH3:16])=[O:13])=[CH:33][CH:32]=3)=[N:27]2)=[CH:22][CH:21]=1. The yield is 1.00. (6) The reactants are [C:1]1([OH:7])[CH:6]=[CH:5][CH:4]=[CH:3][CH:2]=1.[OH-].C([N+](CCCC)(CCCC)CCCC)CCC.I[CH2:27][CH2:28][CH2:29][CH2:30][CH2:31][CH2:32][O:33][C:34]1[C:43]2[C:38](=[CH:39][CH:40]=[CH:41][CH:42]=2)[C:37](=[O:44])[C:36](=[O:45])[CH:35]=1. The catalyst is CN(C=O)C. The product is [C:1]1([O:7][CH2:27][CH2:28][CH2:29][CH2:30][CH2:31][CH2:32][O:33][C:34]2[C:43]3[C:38](=[CH:39][CH:40]=[CH:41][CH:42]=3)[C:37](=[O:44])[C:36](=[O:45])[CH:35]=2)[CH:6]=[CH:5][CH:4]=[CH:3][CH:2]=1. The yield is 0.430. (7) The reactants are [Br:1][C:2]1[CH:9]=[CH:8][C:5]([CH:6]=O)=[CH:4][CH:3]=1.[NH2:10][OH:11].Cl.O. The catalyst is N1C=CC=CC=1. The product is [Br:1][C:2]1[CH:9]=[CH:8][C:5]([CH:6]=[N:10][OH:11])=[CH:4][CH:3]=1. The yield is 0.950. (8) The reactants are Br[C:2]1[C:3]2[CH2:4][NH:5][C:6]3[N:26]=[C:10]([NH:11][C:12]4[CH:13]=[CH:14][CH:15]=[C:16]([CH:25]=4)[CH2:17][CH2:18][CH2:19][O:20][C:21]([CH:24]=2)=[CH:22][CH:23]=1)[N:9]=[CH:8][C:7]=3[Cl:27].[C:28]1(B(O)O)[CH:33]=[CH:32][CH:31]=[CH:30][CH:29]=1.COCCOC.C(=O)([O-])[O-].[Na+].[Na+]. The catalyst is O.C1C=CC([P]([Pd]([P](C2C=CC=CC=2)(C2C=CC=CC=2)C2C=CC=CC=2)([P](C2C=CC=CC=2)(C2C=CC=CC=2)C2C=CC=CC=2)[P](C2C=CC=CC=2)(C2C=CC=CC=2)C2C=CC=CC=2)(C2C=CC=CC=2)C2C=CC=CC=2)=CC=1. The product is [Cl:27][C:7]1[CH:8]=[N:9][C:10]2[NH:11][C:12]3[CH:13]=[CH:14][CH:15]=[C:16]([CH:25]=3)[CH2:17][CH2:18][CH2:19][O:20][C:21]3[CH:24]=[C:3]([CH2:4][NH:5][C:6]=1[N:26]=2)[C:2]([C:28]1[CH:33]=[CH:32][CH:31]=[CH:30][CH:29]=1)=[CH:23][CH:22]=3. The yield is 0.270. (9) The reactants are [Br:1][C:2]1[CH:7]=[CH:6][C:5]([S:8](Cl)(=[O:10])=[O:9])=[C:4]([C:12]([F:15])([F:14])[F:13])[CH:3]=1.[CH3:16][NH2:17]. No catalyst specified. The product is [Br:1][C:2]1[CH:7]=[CH:6][C:5]([S:8]([NH:17][CH3:16])(=[O:10])=[O:9])=[C:4]([C:12]([F:15])([F:14])[F:13])[CH:3]=1. The yield is 0.900.